This data is from Experimentally validated miRNA-target interactions with 360,000+ pairs, plus equal number of negative samples. The task is: Binary Classification. Given a miRNA mature sequence and a target amino acid sequence, predict their likelihood of interaction. (1) The miRNA is hsa-miR-100-3p with sequence CAAGCUUGUAUCUAUAGGUAUG. Result: 0 (no interaction). The protein sequence of the target gene is MFQAAGAAQATPSHEAKGSSGSSTVQRSKSFSLRAQVKETCAACQKTVYPMERLVADKLIFHNSCFCCKHCHTKLSLGSYAAMHGEFYCRPHFQQLFKSKGNYDEGFGRKQHKELWAHKEVDSGTKTA. (2) The miRNA is mmu-miR-7b-5p with sequence UGGAAGACUUGUGAUUUUGUUGUU. The protein sequence of the target gene is MEPGTNSFQVEFPDFSSTILQKLNQQRQQGQLCDVSIVVQGHIFQAHKAVLAASSPYFCDQVLLKNSRRIVLPDVMNPRVFENILLFSYTGRLVMPAPEIVSYLTAASFLQMWHVVDKCTEVLEGNPTVLCQKLNHGSDHQSPSSSNYNGLVESFELGSGGHTDFPKAQELRDGENEEESTKDELSSQVTEHEYLPSNSSTEHDRLSTEMASQDGEEGTNDSTEFHYTRPLYSKPSIMAHRRWIHVKPERLEQAWDGMDVHAAYDEHQVTESVNTMQTDHSAQPSGAEEEFQIVEKKVEV.... Result: 1 (interaction). (3) The miRNA is mmu-miR-25-3p with sequence CAUUGCACUUGUCUCGGUCUGA. The protein sequence of the target gene is MASQNRDPAATSVAAARKGAEPSGGAARGPVGKRLQQELMTLMMSGDKGISAFPESDNLFKWVGTIHGAAGTVYEDLRYKLSLEFPSGYPYNAPTVKFLTPCYHPNVDTQGNICLDILKEKWSALYDVRTILLSIQSLLGEPNIDSPLNTHAAELWKNPTAFKKYLQETYSKQVTSQEP. Result: 0 (no interaction). (4) The miRNA is hsa-miR-4774-3p with sequence AUUGCCUAACAUGUGCCAGAA. The protein sequence of the target gene is MLSRLSGLANVVLHELSGDDDTDQNMRAPLDPELHQESDMEFNNTTQEDVQERLAYAEQLVVELKDIIRQKDVQLQQKDEALQEERKAADNKIKKLKLHAKAKLTSLNKYIEEMKAQGGTVLPTEPQSEEQLSKHDKSSTEEEMEIEKIKHKLQEKEELISTLQAQLTQAQAEQPAQSSTEMEEFVMMKQQLQEKEEFISTLQAQLSQTQAEQAAQQVVREKDARFETQVRLHEDELLQLVTQADVETEMQQKLRVLQRKLEEHEESLVGRAQVVDLLQQELTAAEQRNQILSQQLQQME.... Result: 0 (no interaction). (5) The miRNA is hsa-miR-4764-5p with sequence UGGAUGUGGAAGGAGUUAUCU. The protein sequence of the target gene is MADEKPKEGVKTENNDHINLKVAGQDGSVVQFKIKRHTPLSKLMKAYCERQGLSMRQIRFRFDGQPINETDTPAQLEMEDEDTIDVFQQQTGGVY. Result: 1 (interaction). (6) The miRNA is hsa-miR-4273 with sequence GUGUUCUCUGAUGGACAG. The protein sequence of the target gene is MSGEVRLRQLEQFILDGPAQTNGQCFSVETLLDILICLYDECNNSPLRREKNILEYLEWAKPFTSKVKQMRLHREDFEILKVIGRGAFGEVAVVKLKNADKVFAMKILNKWEMLKRAETACFREERDVLVNGDSKWITTLHYAFQDDNNLYLVMDYYVGGDLLTLLSKFEDRLPEEMARFYLAEMVIAIDSVHQLHYVHRDIKPDNILMDMNGHIRLADFGSCLKLMEDGTVQSSVAVGTPDYISPEILQAMEDGKGRYGPECDWWSLGVCMYEMLYGETPFYAESLVETYGKIMNHKER.... Result: 0 (no interaction). (7) The miRNA is hsa-miR-296-5p with sequence AGGGCCCCCCCUCAAUCCUGU. The protein sequence of the target gene is MPRSPGTRLKPAKYIPVATAAALLVGSSTLFFVFTCPWLTRAVSPAVPVYNGIIFLFVLANFSMATFMDPGVFPRADEDEDKEDDFRAPLYKNVDVRGIQVRMKWCATCHFYRPPRCSHCSVCDNCVEDFDHHCPWVNNCIGRRNYRYFFLFLLSLSAHMVGVVAFGLVYVLNHAEGLGAAHTTITMAVMCVAGLFFIPVIGLTGFHVVLVTRGRTTNEQVTGKFRGGVNPFTRGCCGNVEHVLCSPLAPRYVVEPPRLPLAVSLKPPFLRPELLDRAAPLKVKLSDNGLKAGLGRSKSK.... Result: 1 (interaction). (8) The miRNA is hsa-miR-642b-3p with sequence AGACACAUUUGGAGAGGGACCC. The protein sequence of the target gene is MDIASPPTSKCITYWKRKVKSEYMRLRQLKRLQANMGAKALYVANFAKVQEKTQILNEEWKKLRVQPVQPMKPVSGHPFLKKCTIESIFPGFDSQDMLMRSLNTVALVPIMYSWSPLQQNFMVEDETVLCNIPYMGDEVKEEDETFIEELINNYDGKVHGEEEMIPGSVLISDAVFLELVDALNQYSDEEEDGHNDPSDGKQDDSKEDLPVTRKRKRHAIEGNKKSSKKQFPNDMIFSAIASMFPENGVPDDMKERYRELTEMSDPNALPPQCTPNIDGPNAKSVQREQSLHSFHTLFCR.... Result: 0 (no interaction). (9) The miRNA is hsa-miR-3154 with sequence CAGAAGGGGAGUUGGGAGCAGA. The protein sequence of the target gene is MQAPHKEHLYKLLVIGDLGVGKTSIIKRYVHQNFSSHYRATIGVDFALKVLHWDPETVVRLQLWDIAGQERFGNMTRVYYREAMGAFIVFDVTRPATFEAVAKWKNDLDSKLSLPNGKPVSVVLLANKCDQGKDVLMNNGLKMDQFCKEHGFVGWFETSAKENINIDEASRCLVKHILANECDLMESIEPDVVKPHLTSTKVASCSGCAKS. Result: 0 (no interaction). (10) The miRNA is hsa-miR-4456 with sequence CCUGGUGGCUUCCUUUU. The protein sequence of the target gene is MYQSPRRLCSALLLRDAPGLRRTLVPGPRRTLAPPVLGSRPKSPQLQAAAASGAARSRPRTVSSMGNGTSRLYSALAKTVNSSAAAQHPEYLVSTDPEHLEPIDPKELLEECRAVLHTRPPRYQRDFVDLRTDCSSSHSPIRVMQWNILAQALGEGKDNFVQCPVEALKWEERKCLILEEILAYQPDILCLQEVDHYFDTFQPLLSRLGYQGTFFPKPWSPCLDVEHNNGPDGCALFFLQNRFKLISSTNIRLTAMTLKTNQVAIAQTLECKESGRQFCIAVTHLKARTGWERFRSAQGC.... Result: 0 (no interaction).